Dataset: Full USPTO retrosynthesis dataset with 1.9M reactions from patents (1976-2016). Task: Predict the reactants needed to synthesize the given product. (1) Given the product [F:1][C:2]1[CH:3]=[CH:4][C:5]([C:8]2([CH2:14][CH2:15][CH2:16][C:17]([O:19][CH3:20])=[O:18])[CH2:13][CH2:12][CH2:11][CH2:10][CH2:9]2)=[CH:6][CH:7]=1, predict the reactants needed to synthesize it. The reactants are: [F:1][C:2]1[CH:7]=[CH:6][C:5]([C:8]2(/[CH:14]=[CH:15]/[CH2:16][C:17]([O:19][CH3:20])=[O:18])[CH2:13][CH2:12][CH2:11][CH2:10][CH2:9]2)=[CH:4][CH:3]=1. (2) Given the product [CH2:30]([N:32]([CH2:33][CH3:34])[C:6]1[C:5]2[C:10](=[CH:11][C:2]([Cl:1])=[C:3]([C:23]3[CH:28]=[CH:27][CH:26]=[CH:25][C:24]=3[CH3:29])[CH:4]=2)[N:9]=[C:8]([N:12]2[CH:16]=[C:15]([C:17]([OH:19])=[O:18])[CH:14]=[N:13]2)[N:7]=1)[CH3:31], predict the reactants needed to synthesize it. The reactants are: [Cl:1][C:2]1[CH:11]=[C:10]2[C:5]([C:6](=O)[NH:7][C:8]([N:12]3[CH:16]=[C:15]([C:17]([O:19]CC)=[O:18])[CH:14]=[N:13]3)=[N:9]2)=[CH:4][C:3]=1[C:23]1[CH:28]=[CH:27][CH:26]=[CH:25][C:24]=1[CH3:29].[CH2:30]([NH:32][CH2:33][CH3:34])[CH3:31]. (3) The reactants are: [C:1]([C:5]1[CH:6]=[C:7]([N+:18]([O-])=O)[C:8]([O:16][CH3:17])=[C:9]([C:11]([CH3:15])([CH3:14])[C:12]#[N:13])[CH:10]=1)([CH3:4])([CH3:3])[CH3:2].[Cl-].[NH4+].O. Given the product [NH2:18][C:7]1[C:8]([O:16][CH3:17])=[C:9]([C:11]([CH3:15])([CH3:14])[C:12]#[N:13])[CH:10]=[C:5]([C:1]([CH3:4])([CH3:2])[CH3:3])[CH:6]=1, predict the reactants needed to synthesize it. (4) Given the product [C:18]([O:17][C:15]([N:12]1[C:13]2[C:8](=[CH:7][CH:6]=[C:5]([C:3]([OH:4])=[O:2])[CH:14]=2)[CH2:9][CH2:10][CH2:11]1)=[O:16])([CH3:21])([CH3:19])[CH3:20], predict the reactants needed to synthesize it. The reactants are: C[O:2][C:3]([C:5]1[CH:14]=[C:13]2[C:8]([CH2:9][CH2:10][CH2:11][N:12]2[C:15]([O:17][C:18]([CH3:21])([CH3:20])[CH3:19])=[O:16])=[CH:7][CH:6]=1)=[O:4].[OH-].[Na+]. (5) Given the product [C:19]([C:21]1[CH:26]=[CH:25][CH:24]=[CH:23][C:22]=1[C:27]1[CH:28]=[CH:29][C:30]([C:6]([N:8]2[CH2:12][C:11](=[N:13][O:14][CH3:15])[CH2:10][C@H:9]2[C:16]([NH:36][CH2:37][CH:38]([OH:39])[C:40]2[CH:45]=[CH:44][CH:43]=[CH:42][CH:41]=2)=[O:18])=[O:7])=[CH:31][CH:32]=1)#[N:20], predict the reactants needed to synthesize it. The reactants are: C(O[C:6]([N:8]1[CH2:12][C:11](=[N:13][O:14][CH3:15])[CH2:10][C@H:9]1[C:16]([OH:18])=O)=[O:7])(C)(C)C.[C:19]([C:21]1[CH:26]=[CH:25][CH:24]=[CH:23][C:22]=1[C:27]1[CH:32]=[CH:31][C:30](C(O)=O)=[CH:29][CH:28]=1)#[N:20].[NH2:36][CH2:37][CH:38]([C:40]1[CH:45]=[CH:44][CH:43]=[CH:42][CH:41]=1)[OH:39]. (6) Given the product [Br:1][C:2]1[CH:7]=[CH:6][CH:5]=[CH:4][C:3]=1[S:8]([N:12]1[CH2:13][CH2:14][CH:15]([NH:18][C:19](=[O:25])[O:20][C:21]([CH3:23])([CH3:22])[CH3:24])[CH2:16][CH2:17]1)(=[O:10])=[O:9], predict the reactants needed to synthesize it. The reactants are: [Br:1][C:2]1[CH:7]=[CH:6][CH:5]=[CH:4][C:3]=1[S:8](Cl)(=[O:10])=[O:9].[NH:12]1[CH2:17][CH2:16][CH:15]([NH:18][C:19](=[O:25])[O:20][C:21]([CH3:24])([CH3:23])[CH3:22])[CH2:14][CH2:13]1.C(N(C(C)C)CC)(C)C. (7) The reactants are: Cl.[CH3:2][O:3][C:4]([C:6]1([N+:16]([O-])=O)[CH2:8][CH:7]1[C:9]1[CH:14]=[CH:13][CH:12]=[CH:11][C:10]=1[Br:15])=[O:5].C(=O)([O-])O.[Na+]. Given the product [CH3:2][O:3][C:4]([C:6]1([NH2:16])[CH2:8][CH:7]1[C:9]1[CH:14]=[CH:13][CH:12]=[CH:11][C:10]=1[Br:15])=[O:5], predict the reactants needed to synthesize it. (8) Given the product [F:1][C:2]([F:30])([F:29])[C:3]1[CH:4]=[C:5]([CH:22]=[C:23]([C:25]([F:28])([F:27])[F:26])[CH:24]=1)[CH2:6][N:7]1[C:13](=[O:14])[C:12]2[C:15]([C:33]3[CH:34]=[CH:35][CH:36]=[CH:37][C:32]=3[CH3:31])=[N:16][C:17]([S:19][CH3:20])=[N:18][C:11]=2[NH:10][CH2:9][CH2:8]1, predict the reactants needed to synthesize it. The reactants are: [F:1][C:2]([F:30])([F:29])[C:3]1[CH:4]=[C:5]([CH:22]=[C:23]([C:25]([F:28])([F:27])[F:26])[CH:24]=1)[CH2:6][N:7]1[C:13](=[O:14])[C:12]2[C:15](Cl)=[N:16][C:17]([S:19][CH3:20])=[N:18][C:11]=2[NH:10][CH2:9][CH2:8]1.[CH3:31][C:32]1[CH:37]=[CH:36][CH:35]=[CH:34][C:33]=1OB(O)O.